Dataset: Catalyst prediction with 721,799 reactions and 888 catalyst types from USPTO. Task: Predict which catalyst facilitates the given reaction. (1) Reactant: [CH:1]1([C:6]2[CH:11]=[C:10]([CH3:12])[C:9]([N+:13]([O-])=O)=[CH:8][C:7]=2[OH:16])[CH2:5][CH2:4][CH2:3][CH2:2]1. Product: [NH2:13][C:9]1[C:10]([CH3:12])=[CH:11][C:6]([CH:1]2[CH2:5][CH2:4][CH2:3][CH2:2]2)=[C:7]([OH:16])[CH:8]=1. The catalyst class is: 19. (2) Reactant: [C:1]1([CH3:12])[CH:6]=[C:5]([CH3:7])[CH:4]=[C:3]([CH3:8])[C:2]=1[CH2:9][CH2:10][OH:11].C(OI1(OC(=O)C)(OC(=O)C)C2C=CC=CC=2C(=O)O1)(=O)C. Product: [C:3]1([CH3:8])[CH:4]=[C:5]([CH3:7])[CH:6]=[C:1]([CH3:12])[C:2]=1[CH2:9][CH:10]=[O:11]. The catalyst class is: 2. (3) Reactant: C([O-])(=O)C.[Na+].II.C(O)C.[CH3:11][C:12]1([CH3:39])[O:38][C:16]2[CH:17]=[CH:18][C:19]3[C:32](=[O:33])[C@@H:31]4[C@@H:22]([CH2:23][O:24][C:25]5[C:30]4=[CH:29][C:28]([O:34][CH3:35])=[C:27]([O:36][CH3:37])[CH:26]=5)[O:21][C:20]=3[C:15]=2[CH:14]=[CH:13]1. Product: [CH3:35][O:34][C:28]1[CH:29]=[C:30]2[C:31]3[C:32](=[O:33])[C:19]4[CH:18]=[CH:17][C:16]5[O:38][C:12]([CH3:39])([CH3:11])[CH:13]=[CH:14][C:15]=5[C:20]=4[O:21][C:22]=3[CH2:23][O:24][C:25]2=[CH:26][C:27]=1[O:36][CH3:37]. The catalyst class is: 81. (4) Reactant: [F:1][C:2]1[CH:16]=[CH:15][C:5]([CH2:6][NH:7][CH:8]2[CH2:13][CH2:12][N:11]([CH3:14])[CH2:10][CH2:9]2)=[CH:4][CH:3]=1.[CH2:17]([O:19][C:20]1[CH:25]=[CH:24][C:23]([CH2:26][C:27](Cl)=[O:28])=[CH:22][CH:21]=1)[CH3:18].Cl.CCCCCCC. Product: [CH2:17]([O:19][C:20]1[CH:25]=[CH:24][C:23]([CH2:26][C:27]([N:7]([CH2:6][C:5]2[CH:4]=[CH:3][C:2]([F:1])=[CH:16][CH:15]=2)[CH:8]2[CH2:9][CH2:10][N:11]([CH3:14])[CH2:12][CH2:13]2)=[O:28])=[CH:22][CH:21]=1)[CH3:18]. The catalyst class is: 4. (5) Reactant: [CH2:1]([C@H:8]([NH:29][C:30](=[O:40])[O:31][C@@H:32]1[C@H:39]2[C@H:35]([O:36][CH2:37][CH2:38]2)[O:34][CH2:33]1)[C@@H:9]([OH:28])[CH:10]([NH:17][S:18]([C:21]1[CH:26]=[CH:25][CH:24]=[C:23]([OH:27])[CH:22]=1)(=[O:20])=[O:19])[O:11][CH:12]1[CH2:16][CH2:15][CH2:14][CH2:13]1)[C:2]1[CH:7]=[CH:6][CH:5]=[CH:4][CH:3]=1.Br[CH:42]([CH3:44])[CH3:43].C(=O)([O-])[O-].[K+].[K+]. Product: [CH2:1]([C@H:8]([NH:29][C:30](=[O:40])[O:31][C@@H:32]1[C@H:39]2[C@H:35]([O:36][CH2:37][CH2:38]2)[O:34][CH2:33]1)[C@@H:9]([OH:28])[CH:10]([NH:17][S:18]([C:21]1[CH:26]=[CH:25][CH:24]=[C:23]([O:27][CH:42]([CH3:44])[CH3:43])[CH:22]=1)(=[O:20])=[O:19])[O:11][CH:12]1[CH2:13][CH2:14][CH2:15][CH2:16]1)[C:2]1[CH:7]=[CH:6][CH:5]=[CH:4][CH:3]=1. The catalyst class is: 639.